Predict the reactants needed to synthesize the given product. From a dataset of Full USPTO retrosynthesis dataset with 1.9M reactions from patents (1976-2016). (1) Given the product [NH2:5][C:6]1[CH:13]=[CH:12][CH:11]=[CH:10][C:7]=1[CH:8]=[O:9], predict the reactants needed to synthesize it. The reactants are: FC(F)(F)C([NH:5][C:6]1[CH:13]=[CH:12][CH:11]=[CH:10][C:7]=1[CH:8]=[O:9])=O.[N+](C1C=CC=CC=1C=O)([O-])=O.[Sn](Cl)Cl.[OH-].[Na+]. (2) The reactants are: [NH2:1][C:2]1[C:7]([F:8])=[C:6]([Cl:9])[N:5]=[C:4]([C:10]([O:12]C)=[O:11])[C:3]=1I.[C:15](=O)([O-])[O-:16].[Cs+].[Cs+].N1C2C(=CC=C3C=2N=CC=C3)C=CC=1. Given the product [NH2:1][C:2]1[C:7]([F:8])=[C:6]([Cl:9])[N:5]=[C:4]([C:10]([OH:12])=[O:11])[C:3]=1[O:16][CH3:15], predict the reactants needed to synthesize it. (3) Given the product [NH2:16][C:17]1[CH:22]=[C:21]([C:2]2[CH:10]=[CH:9][C:5]([C:6]([NH2:8])=[O:7])=[CH:4][CH:3]=2)[CH:20]=[CH:19][CH:18]=1, predict the reactants needed to synthesize it. The reactants are: Br[C:2]1[CH:10]=[CH:9][C:5]([C:6]([NH2:8])=[O:7])=[CH:4][CH:3]=1.S(O)(O)(=O)=O.[NH2:16][C:17]1[CH:18]=[C:19](B(O)O)[CH:20]=[CH:21][CH:22]=1.[NH2:16][C:17]1[CH:22]=[C:21](B(O)O)[CH:20]=[CH:19][CH:18]=1.C(=O)([O-])[O-].[Na+].[Na+]. (4) Given the product [N:9]([C@@H:8]1[C@@H:4]([NH2:1])[CH2:5][N:6]([CH2:12][C:13]2[CH:14]=[CH:15][CH:16]=[CH:17][CH:18]=2)[CH2:7]1)=[N+:10]=[N-:11], predict the reactants needed to synthesize it. The reactants are: [N:1]([C@@H:4]1[C@@H:8]([N:9]=[N+:10]=[N-:11])[CH2:7][N:6]([CH2:12][C:13]2[CH:18]=[CH:17][CH:16]=[CH:15][CH:14]=2)[CH2:5]1)=[N+]=[N-].C1(P(C2C=CC=CC=2)C2C=CC=CC=2)C=CC=CC=1.O. (5) Given the product [Cl:1][C:2]1[CH:3]=[CH:4][C:5]2[N:11]3[CH:12]=[CH:13][CH:14]=[C:10]3[C@@H:9]([CH2:15][CH2:16][C:17]3[N:21]([CH2:43][C:42]([O:41][CH2:39][CH3:40])=[O:45])[N:20]=[N:19][N:18]=3)[O:8][C@H:7]([C:22]3[CH:27]=[CH:26][CH:25]=[C:24]([O:28][CH3:29])[C:23]=3[O:30][CH3:31])[C:6]=2[CH:32]=1, predict the reactants needed to synthesize it. The reactants are: [Cl:1][C:2]1[CH:3]=[CH:4][C:5]2[N:11]3[CH:12]=[CH:13][CH:14]=[C:10]3[C@@H:9]([CH2:15][CH2:16][C:17]3[NH:21][N:20]=[N:19][N:18]=3)[O:8][C@H:7]([C:22]3[CH:27]=[CH:26][CH:25]=[C:24]([O:28][CH3:29])[C:23]=3[O:30][CH3:31])[C:6]=2[CH:32]=1.C(=O)([O-])[O-].[K+].[K+].[CH2:39]([O:41][C:42](=[O:45])[CH2:43]Br)[CH3:40]. (6) Given the product [CH2:1]([C@@:4]1([CH3:31])[CH2:9][C@H:8]([C:10]2[CH:15]=[CH:14][CH:13]=[C:12]([Cl:16])[CH:11]=2)[C@@H:7]([C:17]2[CH:22]=[CH:21][C:20]([Cl:23])=[CH:19][CH:18]=2)[N:6]([C@@H:24]([CH:27]2[CH2:29][CH2:28]2)[CH2:25][NH:38][S:35]([CH:32]([CH3:34])[CH3:33])(=[O:37])=[O:36])[C:5]1=[O:30])[CH:2]=[CH2:3], predict the reactants needed to synthesize it. The reactants are: [CH2:1]([C@@:4]1([CH3:31])[CH2:9][C@H:8]([C:10]2[CH:15]=[CH:14][CH:13]=[C:12]([Cl:16])[CH:11]=2)[C@@H:7]([C:17]2[CH:22]=[CH:21][C:20]([Cl:23])=[CH:19][CH:18]=2)[N:6]([C@@H:24]([CH:27]2[CH2:29][CH2:28]2)[CH2:25]O)[C:5]1=[O:30])[CH:2]=[CH2:3].[CH:32]([S:35]([NH2:38])(=[O:37])=[O:36])([CH3:34])[CH3:33].